Predict which catalyst facilitates the given reaction. From a dataset of Catalyst prediction with 721,799 reactions and 888 catalyst types from USPTO. Reactant: [NH2:1][C:2]1[C:10]([Br:11])=[CH:9][CH:8]=[CH:7][C:3]=1[C:4](O)=[O:5].C([N:14]=C=NCCCN(C)C)C.[Cl-].[NH4+].C(N(C(C)C)CC)(C)C. Product: [NH2:1][C:2]1[C:10]([Br:11])=[CH:9][CH:8]=[CH:7][C:3]=1[C:4]([NH2:14])=[O:5]. The catalyst class is: 3.